Predict the product of the given reaction. From a dataset of Forward reaction prediction with 1.9M reactions from USPTO patents (1976-2016). (1) Given the reactants [CH2:1]([N+:3]1[C:11]2[C:6](=[CH:7][C:8]([S:12]([O-:15])(=[O:14])=[O:13])=[CH:9][CH:10]=2)[C:5]([CH3:24])([CH2:16][CH2:17][CH2:18][CH2:19][S:20]([OH:23])(=[O:22])=[O:21])[C:4]=1[CH3:25])[CH3:2].Cl.[C:27]1([N:33]=[CH:34][CH2:35][CH:36]=NC2C=CC=CC=2)[CH:32]=[CH:31][CH:30]=[CH:29][CH:28]=1, predict the reaction product. The product is: [NH:33](/[CH:34]=[CH:35]/[CH:36]=[CH:25]/[C:4]1[C:5]([CH3:24])([CH2:16][CH2:17][CH2:18][CH2:19][S:20]([OH:23])(=[O:22])=[O:21])[C:6]2[C:11](=[CH:10][CH:9]=[C:8]([S:12]([O-:15])(=[O:13])=[O:14])[CH:7]=2)[N+:3]=1[CH2:1][CH3:2])[C:27]1[CH:32]=[CH:31][CH:30]=[CH:29][CH:28]=1. (2) Given the reactants C[O:2][C:3](=[O:25])[CH2:4][CH2:5][CH2:6][CH2:7][CH2:8][NH:9][C:10](=[O:24])[CH2:11][CH2:12][NH:13][C:14]([O:16][CH2:17][C:18]1[CH:23]=[CH:22][CH:21]=[CH:20][CH:19]=1)=[O:15].[OH-].[Na+], predict the reaction product. The product is: [CH2:17]([O:16][C:14]([NH:13][CH2:12][CH2:11][C:10]([NH:9][CH2:8][CH2:7][CH2:6][CH2:5][CH2:4][C:3]([OH:25])=[O:2])=[O:24])=[O:15])[C:18]1[CH:19]=[CH:20][CH:21]=[CH:22][CH:23]=1. (3) Given the reactants [F:1][C:2]1[CH:15]=[CH:14][C:5]([O:6][CH2:7][C:8]([O:10][CH:11]([CH3:13])[CH3:12])=[O:9])=[C:4]([CH3:16])[C:3]=1[NH:17][CH2:18][C:19]1[CH:24]=[C:23]([O:25]C)[CH:22]=[C:21]([C:27]2[CH:32]=[CH:31][CH:30]=[C:29]([F:33])[CH:28]=2)[CH:20]=1.[Al+3].[Cl-].[Cl-].[Cl-].C(S)C, predict the reaction product. The product is: [F:1][C:2]1[CH:15]=[CH:14][C:5]([O:6][CH2:7][C:8]([O:10][CH:11]([CH3:12])[CH3:13])=[O:9])=[C:4]([CH3:16])[C:3]=1[NH:17][CH2:18][C:19]1[CH:24]=[C:23]([OH:25])[CH:22]=[C:21]([C:27]2[CH:32]=[CH:31][CH:30]=[C:29]([F:33])[CH:28]=2)[CH:20]=1. (4) Given the reactants [F:1][C:2]1[C:10]([NH:11][S:12]([CH2:15][CH2:16][CH2:17][F:18])(=[O:14])=[O:13])=[CH:9][CH:8]=[C:7]([F:19])[C:3]=1C(O)=O.C1C=CC(P([N:34]=[N+]=[N-])(C2C=CC=CC=2)=O)=CC=1, predict the reaction product. The product is: [NH2:34][C:3]1[C:2]([F:1])=[C:10]([NH:11][S:12]([CH2:15][CH2:16][CH2:17][F:18])(=[O:14])=[O:13])[CH:9]=[CH:8][C:7]=1[F:19]. (5) Given the reactants [CH2:1]([O:8][C:9](=[O:26])[NH:10][C@H:11]([CH:13]([N:15]1C(=O)C2C(=CC=CC=2)C1=O)[CH3:14])[CH3:12])[C:2]1[CH:7]=[CH:6][CH:5]=[CH:4][CH:3]=1.CN, predict the reaction product. The product is: [CH2:1]([O:8][C:9](=[O:26])[NH:10][C@H:11]([CH:13]([NH2:15])[CH3:14])[CH3:12])[C:2]1[CH:7]=[CH:6][CH:5]=[CH:4][CH:3]=1. (6) The product is: [Br:33][C:34]1[N:39]=[CH:38][C:37]2[N:40]=[C:22]([CH:21]([F:25])[F:20])[N:41]([CH:42]([CH3:44])[CH3:43])[C:36]=2[CH:35]=1. Given the reactants C1(P(C2C=CC=CC=2)C2C=CC=CC=2)C=CC=CC=1.[F:20][CH:21]([F:25])[C:22](O)=O.C(N(CC)CC)C.[Br:33][C:34]1[N:39]=[CH:38][C:37]([NH2:40])=[C:36]([NH:41][CH:42]([CH3:44])[CH3:43])[CH:35]=1, predict the reaction product. (7) Given the reactants COC(=O)[NH:4][C@H:5]1[C@@H:10]([CH3:11])[CH2:9][CH2:8][N:7]([CH2:12][C:13]2[CH:18]=[CH:17][CH:16]=[CH:15][CH:14]=2)[CH2:6]1.[OH-].[K+], predict the reaction product. The product is: [CH2:12]([N:7]1[CH2:8][CH2:9][C@H:10]([CH3:11])[C@H:5]([NH2:4])[CH2:6]1)[C:13]1[CH:14]=[CH:15][CH:16]=[CH:17][CH:18]=1.